From a dataset of Human liver microsome stability data. Regression/Classification. Given a drug SMILES string, predict its absorption, distribution, metabolism, or excretion properties. Task type varies by dataset: regression for continuous measurements (e.g., permeability, clearance, half-life) or binary classification for categorical outcomes (e.g., BBB penetration, CYP inhibition). Dataset: hlm. (1) The drug is O=S(=O)(NC1CCN(c2ncnc3c2nc(-c2ccccc2Cl)n3-c2ccc(OC(F)F)nc2)CC1)c1ccc(F)c(F)c1. The result is 0 (unstable in human liver microsomes). (2) The molecule is CC[C@@H]1CN2CCc3c([nH]c4cccc(OC)c34)[C@H]2C[C@@H]1/C(=C\OC)C(=O)OC. The result is 0 (unstable in human liver microsomes). (3) The molecule is O=C(Cc1cccnc1)NCCC(c1ccccc1)c1ccccc1. The result is 1 (stable in human liver microsomes). (4) The molecule is CC(C)[C@H](N)C(=O)Nc1cc2ccnc(O)c2cc1Cl. The result is 0 (unstable in human liver microsomes). (5) The molecule is CCn1cnc2c(NCc3nc4c(F)c(F)ccc4[nH]3)nc(N3CCOCC3)nc21. The result is 1 (stable in human liver microsomes). (6) The result is 0 (unstable in human liver microsomes). The drug is CC(C)(C)Cn1nc(-c2cccs2)c(O)c(C2=NS(=O)(=O)c3cc(NS(C)(=O)=O)ccc3N2)c1=O. (7) The molecule is COc1cc2ccc(Br)cc2cc1[C@@H](c1cccc(C)c1)[C@@](O)(CCN(C)C)c1cccc2c1OCCO2. The result is 0 (unstable in human liver microsomes). (8) The molecule is COc1cc2ncnc(-n3nc(-c4ccccn4)nc3N)c2cc1OC. The result is 0 (unstable in human liver microsomes). (9) The molecule is CC#CC(CC(=O)O)c1ccc(OCc2ccc(C(=O)N3CCN(c4ccccc4)CC3)s2)cc1. The result is 0 (unstable in human liver microsomes).